Dataset: Full USPTO retrosynthesis dataset with 1.9M reactions from patents (1976-2016). Task: Predict the reactants needed to synthesize the given product. (1) The reactants are: [CH3:1][C:2]1(C)[CH2:7]C(=O)[O:5][C:3]1=[O:4].[C:10]([O:13][C@H:14]1[CH2:31][CH2:30][C@@:29]2([CH3:32])[C@@H:16]([CH2:17][CH2:18][C@:19]3([CH3:58])[C@@H:28]2[CH2:27][CH2:26][C@H:25]2[C@@:20]3([CH3:57])[CH2:21][CH2:22][C@@:23]3([C:39]([N:41]4[CH2:45][CH2:44][CH2:43][C@@H:42]4[C:46]4[O:50][N:49]=[C:48]([C:51]5[CH:52]=[N:53][CH:54]=[CH:55][CH:56]=5)[N:47]=4)=[O:40])[CH2:35][CH2:34][C@@H:33]([C:36]([CH3:38])=[CH2:37])[C@@H:24]32)[C:15]1([CH3:60])[CH3:59])(=[O:12])[CH3:11]. Given the product [CH3:1][C:2]([CH3:7])([CH2:11][C:10](=[O:12])[O:13][C@H:14]1[CH2:31][CH2:30][C@@:29]2([CH3:32])[C@@H:16]([CH2:17][CH2:18][C@:19]3([CH3:58])[C@@H:28]2[CH2:27][CH2:26][C@H:25]2[C@@:20]3([CH3:57])[CH2:21][CH2:22][C@@:23]3([C:39]([N:41]4[CH2:45][CH2:44][CH2:43][C@@H:42]4[C:46]4[O:50][N:49]=[C:48]([C:51]5[CH:52]=[N:53][CH:54]=[CH:55][CH:56]=5)[N:47]=4)=[O:40])[CH2:35][CH2:34][C@@H:33]([C:36]([CH3:38])=[CH2:37])[C@@H:24]32)[C:15]1([CH3:60])[CH3:59])[C:3]([OH:5])=[O:4], predict the reactants needed to synthesize it. (2) Given the product [CH2:14]([CH:16]([CH2:19][CH2:20][CH2:21][CH3:22])[CH2:17][N:12]1[C:11]2[CH:10]=[CH:9][CH:8]=[CH:7][C:6]=2[C:5]2[C:13]1=[CH:1][CH:2]=[CH:3][CH:4]=2)[CH3:15], predict the reactants needed to synthesize it. The reactants are: [CH:1]1[C:13]2[NH:12][C:11]3[C:6](=[CH:7][CH:8]=[CH:9][CH:10]=3)[C:5]=2[CH:4]=[CH:3][CH:2]=1.[CH2:14]([CH:16]([CH2:19][CH2:20][CH2:21][CH3:22])[CH2:17]Br)[CH3:15].[H-].[Na+]. (3) The reactants are: [C:1]([O:8][C:9]([O:11][C:12]([CH3:15])([CH3:14])[CH3:13])=[O:10])([O:3][C:4]([CH3:7])([CH3:6])[CH3:5])=[O:2].C(N(CC)CC)C.[Br:23][C:24]1[C:25]([N:39]2[CH2:44][CH2:43][CH2:42][C@@H:41]([NH:45][C:46](=[O:52])[O:47][C:48]([CH3:51])([CH3:50])[CH3:49])[CH2:40]2)=[C:26]2[C:32]([NH:33][C:34]([CH:36]3[CH2:38][CH2:37]3)=[O:35])=[CH:31][NH:30][C:27]2=[N:28][CH:29]=1.O. Given the product [C:9]([O:8][C:1]([O:3][C:4]([CH3:7])([CH3:6])[CH3:5])=[O:2])([O:11][C:12]([CH3:14])([CH3:15])[CH3:13])=[O:10].[Br:23][C:24]1[C:25]([N:39]2[CH2:44][CH2:43][CH2:42][C@@H:41]([NH:45][C:46]([O:47][C:48]([CH3:49])([CH3:51])[CH3:50])=[O:52])[CH2:40]2)=[C:26]2[C:32]([NH:33][C:34]([CH:36]3[CH2:38][CH2:37]3)=[O:35])=[CH:31][N:30]([C:1]([O:3][C:4]([CH3:7])([CH3:6])[CH3:5])=[O:2])[C:27]2=[N:28][CH:29]=1, predict the reactants needed to synthesize it. (4) Given the product [C:15]([O:14][C:12]([NH:11][CH2:10][C:7]1[CH:8]=[CH:9][C:4]([C:3]([OH:20])=[O:2])=[CH:5][C:6]=1[F:19])=[O:13])([CH3:18])([CH3:16])[CH3:17], predict the reactants needed to synthesize it. The reactants are: C[O:2][C:3](=[O:20])[C:4]1[CH:9]=[CH:8][C:7]([CH2:10][NH:11][C:12]([O:14][C:15]([CH3:18])([CH3:17])[CH3:16])=[O:13])=[C:6]([F:19])[CH:5]=1.[OH-].[Na+]. (5) The reactants are: C(O)(C)C.[CH3:5][O:6][C:7]([C:9]1[CH:18]=[C:17]2[C:12]([CH:13]=[CH:14][CH:15]=[N:16]2)=[CH:11][CH:10]=1)=[O:8].Cl(O)(=O)(=O)=O. Given the product [CH3:5][O:6][C:7]([C:9]1[CH:18]=[C:17]2[C:12]([CH2:13][CH2:14][CH2:15][NH:16]2)=[CH:11][CH:10]=1)=[O:8], predict the reactants needed to synthesize it. (6) Given the product [CH:22]1([N:16]([CH:17]2[CH2:18][CH2:19][CH2:20][CH2:21]2)[C:14](=[O:15])[NH:13][C:11]2[S:12][C:8]([S:7][CH2:5][CH2:6][C:52]([OH:55])=[O:51])=[CH:9][N:10]=2)[CH2:23][CH2:24][CH2:25][CH2:26][CH2:27][CH2:28]1, predict the reactants needed to synthesize it. The reactants are: C(OC(=O)[CH:5]([S:7][C:8]1[S:12][C:11]([NH:13][C:14]([N:16]([CH:22]2[CH2:28][CH2:27][CH2:26][CH2:25][CH2:24][CH2:23]2)[CH:17]2[CH2:21][CH2:20][CH2:19][CH2:18]2)=[O:15])=[N:10][CH:9]=1)[CH3:6])C.C1(NC2CCCC2)CCCCCC1.NC1SC=NC=1.C([O:51][C:52](=[O:55])CS)C. (7) Given the product [CH3:19][O:20][C:21]([C@@H:23]1[CH2:31][C:26]2([S:27][CH2:28][CH2:29][S:30]2)[CH2:25][N:24]1[C:15]([C:12]1[NH:11][C:10]([CH2:9][CH2:8][CH2:7][C:1]2[CH:2]=[CH:3][CH:4]=[CH:5][CH:6]=2)=[CH:14][N:13]=1)=[O:17])=[O:22], predict the reactants needed to synthesize it. The reactants are: [C:1]1([CH2:7][CH2:8][CH2:9][C:10]2[N:11]=[C:12]([C:15]([OH:17])=O)[NH:13][CH:14]=2)[CH:6]=[CH:5][CH:4]=[CH:3][CH:2]=1.Br.[CH3:19][O:20][C:21]([C@@H:23]1[CH2:31][C:26]2([S:30][CH2:29][CH2:28][S:27]2)[CH2:25][NH:24]1)=[O:22].